Dataset: Full USPTO retrosynthesis dataset with 1.9M reactions from patents (1976-2016). Task: Predict the reactants needed to synthesize the given product. (1) Given the product [Si:1]([O:8][CH2:9][C:10]1[N:15]=[C:14]([CH3:16])[C:13]([NH:17][C:25](=[O:26])[O:27][C:28]2[CH:33]=[CH:32][CH:31]=[CH:30][CH:29]=2)=[CH:12][CH:11]=1)([C:4]([CH3:7])([CH3:6])[CH3:5])([CH3:3])[CH3:2], predict the reactants needed to synthesize it. The reactants are: [Si:1]([O:8][CH2:9][C:10]1[N:15]=[C:14]([CH3:16])[C:13]([NH2:17])=[CH:12][CH:11]=1)([C:4]([CH3:7])([CH3:6])[CH3:5])([CH3:3])[CH3:2].N1C=CC=CC=1.Cl[C:25]([O:27][C:28]1[CH:33]=[CH:32][CH:31]=[CH:30][CH:29]=1)=[O:26]. (2) Given the product [F:41][C:40]1[CH:39]=[CH:38][CH:37]=[C:36]([F:42])[C:35]=1[CH2:34][O:33][C:32]1[C:27]2[N:28]([C:24]([C:22]([NH:21][C:14]([C:16]3[N:17]=[N:18][N:19]([CH:57]([F:62])[F:61])[N:20]=3)([CH3:15])[CH2:13][OH:12])=[O:23])=[C:25]([CH3:43])[N:26]=2)[CH:29]=[CH:30][CH:31]=1, predict the reactants needed to synthesize it. The reactants are: C(=O)([O-])[O-].[K+].[K+].C([Si](C1C=CC=CC=1)(C1C=CC=CC=1)[O:12][CH2:13][C:14]([NH:21][C:22]([C:24]1[N:28]2[CH:29]=[CH:30][CH:31]=[C:32]([O:33][CH2:34][C:35]3[C:40]([F:41])=[CH:39][CH:38]=[CH:37][C:36]=3[F:42])[C:27]2=[N:26][C:25]=1[CH3:43])=[O:23])([C:16]1[N:17]=[N:18][NH:19][N:20]=1)[CH3:15])(C)(C)C.Cl[C:57]([F:62])([F:61])C([O-])=O.[Na+].C(OC(C)C)(C)C. (3) Given the product [F:39][C:37]1[C:36]([OH:40])=[CH:35][C:34]([CH2:49][C:50]([F:52])([F:51])[F:53])=[C:33]([C:17]2[N:16]=[C:15]([NH:14][CH2:13][C:8]3[CH:9]=[CH:10][CH:11]=[CH:12][C:7]=3[N:2]([CH3:1])[S:3]([CH3:6])(=[O:4])=[O:5])[C:20]3[C:21]([N:54]4[CH:58]=[CH:57][CH:56]=[N:55]4)=[N:22][NH:23][C:19]=3[CH:18]=2)[CH:38]=1, predict the reactants needed to synthesize it. The reactants are: [CH3:1][N:2]([C:7]1[CH:12]=[CH:11][CH:10]=[CH:9][C:8]=1[CH2:13][NH:14][C:15]1[C:20]2[C:21](I)=[N:22][N:23](COCC[Si](C)(C)C)[C:19]=2[CH:18]=[C:17]([C:33]2[CH:38]=[C:37]([F:39])[C:36]([O:40]COCC[Si](C)(C)C)=[CH:35][C:34]=2[CH2:49][C:50]([F:53])([F:52])[F:51])[N:16]=1)[S:3]([CH3:6])(=[O:5])=[O:4].[NH:54]1[CH:58]=[CH:57][CH:56]=[N:55]1. (4) Given the product [N:20]1[CH:25]=[CH:24][C:23]([N:26]2[CH2:27][CH2:28][CH:29]([NH:32][C:10]([C:2]3[NH:1][C:5]4[CH:6]=[CH:7][CH:8]=[CH:9][C:4]=4[N:3]=3)=[O:12])[CH2:30][CH2:31]2)=[N:22][CH:21]=1, predict the reactants needed to synthesize it. The reactants are: [NH:1]1[C:5]2[CH:6]=[CH:7][CH:8]=[CH:9][C:4]=2[N:3]=[C:2]1[C:10]([OH:12])=O.FC(F)(F)C(O)=O.[N:20]1[CH:25]=[CH:24][C:23]([N:26]2[CH2:31][CH2:30][CH:29]([NH2:32])[CH2:28][CH2:27]2)=[N:22][CH:21]=1.C1N(P(Cl)(N2C(=O)OCC2)=O)C(=O)OC1.C([O-])(O)=O.[Na+]. (5) The reactants are: [Cl:1][C:2]1[C:10]2[C:5](=[CH:6][C:7]([C:11]([NH:13][CH:14]([C:24]3[CH:29]=[CH:28][C:27]([F:30])=[CH:26][CH:25]=3)[CH2:15][O:16][CH2:17][CH:18]3[CH2:23][CH2:22][NH:21][CH2:20][CH2:19]3)=[O:12])=[CH:8][CH:9]=2)[NH:4][CH:3]=1.[CH2:31]=O. Given the product [Cl:1][C:2]1[C:10]2[C:5](=[CH:6][C:7]([C:11]([NH:13][CH:14]([C:24]3[CH:29]=[CH:28][C:27]([F:30])=[CH:26][CH:25]=3)[CH2:15][O:16][CH2:17][CH:18]3[CH2:23][CH2:22][N:21]([CH3:31])[CH2:20][CH2:19]3)=[O:12])=[CH:8][CH:9]=2)[NH:4][CH:3]=1, predict the reactants needed to synthesize it. (6) Given the product [ClH:35].[CH2:1]([N:3]([CH2:8][CH3:9])[CH2:4][C:5]([OH:7])=[O:6])[CH3:2].[OH:10][CH2:11][CH2:12][N:13]1[C:18](=[O:19])[CH2:17][CH2:16][CH:15]([N:20]2[C:21](=[O:30])[C:22]3[C:27](=[CH:26][CH:25]=[CH:24][CH:23]=3)[C:28]2=[O:29])[C:14]1=[O:31], predict the reactants needed to synthesize it. The reactants are: [CH2:1]([N:3]([CH2:8][CH3:9])[CH2:4][C:5]([OH:7])=[O:6])[CH3:2].[OH:10][CH2:11][CH2:12][N:13]1[C:18](=[O:19])[CH2:17][CH2:16][CH:15]([N:20]2[C:28](=[O:29])[C:27]3[C:22](=[CH:23][CH:24]=[CH:25][CH:26]=3)[C:21]2=[O:30])[C:14]1=[O:31].CO.C(Cl)[Cl:35]. (7) Given the product [F:25][C:22]1[CH:21]=[CH:20][C:19]([CH2:18][NH:17][C:15]([C:13]2[N:14]=[C:3]3[C:2]4([NH:1][C:36](=[O:41])[C:37]([N:30]([CH3:31])[CH3:29])=[O:38])[CH2:8][CH2:7][CH:6]([CH2:9][CH2:10]4)[CH2:5][N:4]3[C:11](=[O:27])[C:12]=2[OH:26])=[O:16])=[CH:24][CH:23]=1, predict the reactants needed to synthesize it. The reactants are: [NH2:1][C:2]12[CH2:10][CH2:9][CH:6]([CH2:7][CH2:8]1)[CH2:5][N:4]1[C:11](=[O:27])[C:12]([OH:26])=[C:13]([C:15]([NH:17][CH2:18][C:19]3[CH:24]=[CH:23][C:22]([F:25])=[CH:21][CH:20]=3)=[O:16])[N:14]=[C:3]21.C[CH2:29][N:30](CC)[CH2:31]C.Cl[C:36](=[O:41])[C:37](OC)=[O:38].CNC.CO.